The task is: Predict the reactants needed to synthesize the given product.. This data is from Full USPTO retrosynthesis dataset with 1.9M reactions from patents (1976-2016). (1) Given the product [CH3:1][O:2][C:3](=[O:30])[NH:4][CH:5]([C:9]([N:11]1[CH2:15][CH2:14][CH2:13][CH:12]1[C:16]1[NH:17][C:18]([C:21]2[S:25][CH:24]3[CH:26]=[C:27]([C:52]#[C:51][C:48]4[NH:47][C:46]([CH:42]5[CH2:43][CH2:44][CH2:45][N:41]5[C:39](=[O:40])[CH:35]([NH:34][C:33]([O:32][CH3:31])=[O:53])[CH:36]([CH3:38])[CH3:37])=[N:50][CH:49]=4)[S:28][CH:23]3[CH:22]=2)=[CH:19][N:20]=1)=[O:10])[CH:6]([CH3:8])[CH3:7], predict the reactants needed to synthesize it. The reactants are: [CH3:1][O:2][C:3](=[O:30])[NH:4][CH:5]([C:9]([N:11]1[CH2:15][CH2:14][CH2:13][CH:12]1[C:16]1[NH:17][C:18]([C:21]2[S:25][CH:24]3[CH:26]=[C:27](Br)[S:28][CH:23]3[CH:22]=2)=[CH:19][N:20]=1)=[O:10])[CH:6]([CH3:8])[CH3:7].[CH3:31][O:32][C:33](=[O:53])[NH:34][CH:35]([C:39]([N:41]1[CH2:45][CH2:44][CH2:43][CH:42]1[C:46]1[NH:47][C:48]([C:51]#[CH:52])=[CH:49][N:50]=1)=[O:40])[CH:36]([CH3:38])[CH3:37].C(N(CC)CC)C. (2) The reactants are: [Cl:1][C:2]1[C:10]([C:11]#[N:12])=[CH:9][CH:8]=[C:7]2[C:3]=1[CH:4]=[C:5]([CH2:13][CH2:14][CH3:15])[NH:6]2.Cl[CH2:17][C:18]1[N:22]=[C:21]([C:23]2[C:24]([CH3:29])=[N:25][O:26][C:27]=2[CH3:28])[O:20][N:19]=1. Given the product [Cl:1][C:2]1[C:10]([C:11]#[N:12])=[CH:9][CH:8]=[C:7]2[C:3]=1[CH:4]=[C:5]([CH2:13][CH2:14][CH3:15])[N:6]2[CH2:17][C:18]1[N:22]=[C:21]([C:23]2[C:24]([CH3:29])=[N:25][O:26][C:27]=2[CH3:28])[O:20][N:19]=1, predict the reactants needed to synthesize it.